This data is from NCI-60 drug combinations with 297,098 pairs across 59 cell lines. The task is: Regression. Given two drug SMILES strings and cell line genomic features, predict the synergy score measuring deviation from expected non-interaction effect. (1) Drug 1: CC12CCC3C(C1CCC2=O)CC(=C)C4=CC(=O)C=CC34C. Drug 2: CC1=C2C(C(=O)C3(C(CC4C(C3C(C(C2(C)C)(CC1OC(=O)C(C(C5=CC=CC=C5)NC(=O)C6=CC=CC=C6)O)O)OC(=O)C7=CC=CC=C7)(CO4)OC(=O)C)O)C)OC(=O)C. Cell line: HT29. Synergy scores: CSS=40.8, Synergy_ZIP=-4.27, Synergy_Bliss=-7.59, Synergy_Loewe=-19.8, Synergy_HSA=-4.96. (2) Drug 1: CC1C(C(CC(O1)OC2CC(CC3=C2C(=C4C(=C3O)C(=O)C5=C(C4=O)C(=CC=C5)OC)O)(C(=O)CO)O)N)O.Cl. Drug 2: CC(CN1CC(=O)NC(=O)C1)N2CC(=O)NC(=O)C2. Cell line: OVCAR-5. Synergy scores: CSS=17.1, Synergy_ZIP=-3.18, Synergy_Bliss=2.25, Synergy_Loewe=7.19, Synergy_HSA=5.22. (3) Drug 1: CC1C(C(CC(O1)OC2CC(CC3=C2C(=C4C(=C3O)C(=O)C5=C(C4=O)C(=CC=C5)OC)O)(C(=O)CO)O)N)O.Cl. Drug 2: CN(CC1=CN=C2C(=N1)C(=NC(=N2)N)N)C3=CC=C(C=C3)C(=O)NC(CCC(=O)O)C(=O)O. Cell line: OVCAR3. Synergy scores: CSS=9.65, Synergy_ZIP=-4.56, Synergy_Bliss=-2.08, Synergy_Loewe=-21.4, Synergy_HSA=-5.33. (4) Drug 1: CCCCC(=O)OCC(=O)C1(CC(C2=C(C1)C(=C3C(=C2O)C(=O)C4=C(C3=O)C=CC=C4OC)O)OC5CC(C(C(O5)C)O)NC(=O)C(F)(F)F)O. Drug 2: C1=NC2=C(N1)C(=S)N=CN2. Cell line: MCF7. Synergy scores: CSS=56.3, Synergy_ZIP=-4.82, Synergy_Bliss=-5.70, Synergy_Loewe=-2.36, Synergy_HSA=0.271. (5) Drug 1: CCCS(=O)(=O)NC1=C(C(=C(C=C1)F)C(=O)C2=CNC3=C2C=C(C=N3)C4=CC=C(C=C4)Cl)F. Drug 2: CC1C(C(CC(O1)OC2CC(OC(C2O)C)OC3=CC4=CC5=C(C(=O)C(C(C5)C(C(=O)C(C(C)O)O)OC)OC6CC(C(C(O6)C)O)OC7CC(C(C(O7)C)O)OC8CC(C(C(O8)C)O)(C)O)C(=C4C(=C3C)O)O)O)O. Cell line: NCI-H522. Synergy scores: CSS=62.1, Synergy_ZIP=24.4, Synergy_Bliss=24.8, Synergy_Loewe=24.7, Synergy_HSA=24.4. (6) Drug 1: CC1=C(C=C(C=C1)C(=O)NC2=CC(=CC(=C2)C(F)(F)F)N3C=C(N=C3)C)NC4=NC=CC(=N4)C5=CN=CC=C5. Drug 2: B(C(CC(C)C)NC(=O)C(CC1=CC=CC=C1)NC(=O)C2=NC=CN=C2)(O)O. Cell line: UACC-257. Synergy scores: CSS=44.2, Synergy_ZIP=2.31, Synergy_Bliss=2.02, Synergy_Loewe=-35.1, Synergy_HSA=-2.25. (7) Drug 1: CCC1(CC2CC(C3=C(CCN(C2)C1)C4=CC=CC=C4N3)(C5=C(C=C6C(=C5)C78CCN9C7C(C=CC9)(C(C(C8N6C=O)(C(=O)OC)O)OC(=O)C)CC)OC)C(=O)OC)O.OS(=O)(=O)O. Drug 2: CC1=C(C=C(C=C1)C(=O)NC2=CC(=CC(=C2)C(F)(F)F)N3C=C(N=C3)C)NC4=NC=CC(=N4)C5=CN=CC=C5. Cell line: 786-0. Synergy scores: CSS=17.1, Synergy_ZIP=1.31, Synergy_Bliss=5.72, Synergy_Loewe=0.567, Synergy_HSA=1.61.